This data is from Full USPTO retrosynthesis dataset with 1.9M reactions from patents (1976-2016). The task is: Predict the reactants needed to synthesize the given product. (1) The reactants are: Br[C:2]1[CH:7]=[C:6]([CH3:8])[C:5]([C:9]([N:11]2[CH2:16][CH2:15][CH:14]([N:17]3[CH2:21][CH2:20][CH2:19][C@H:18]3[CH2:22][OH:23])[CH2:13][CH2:12]2)=[O:10])=[C:4]([CH3:24])[CH:3]=1.[F:25][C:26]([F:37])([F:36])[C:27]1[CH:32]=[CH:31][C:30](B(O)O)=[CH:29][CH:28]=1. Given the product [CH3:24][C:4]1[CH:3]=[C:2]([C:30]2[CH:31]=[CH:32][C:27]([C:26]([F:37])([F:36])[F:25])=[CH:28][CH:29]=2)[CH:7]=[C:6]([CH3:8])[C:5]=1[C:9]([N:11]1[CH2:16][CH2:15][CH:14]([N:17]2[CH2:21][CH2:20][CH2:19][C@H:18]2[CH2:22][OH:23])[CH2:13][CH2:12]1)=[O:10], predict the reactants needed to synthesize it. (2) Given the product [CH3:1][C:2]([CH2:4][CH:5]([C:12]1[C:21](=[O:22])[O:20][C:19]2[CH:18]=[CH:17][CH:16]=[CH:15][C:14]=2[C:13]=1[OH:23])[C:6]1[CH:11]=[CH:10][CH:9]=[CH:8][CH:7]=1)=[O:3], predict the reactants needed to synthesize it. The reactants are: [CH3:1][C:2]([CH2:4][C@H:5]([C:12]1[C:21](=[O:22])[O:20][C:19]2[CH:18]=[CH:17][CH:16]=[CH:15][C:14]=2[C:13]=1[OH:23])[C:6]1[CH:7]=[CH:8][CH:9]=[CH:10][CH:11]=1)=[O:3]. (3) Given the product [C:33]([N:28]1[CH2:29][CH2:30][CH2:31][CH2:32][C@H:27]1[C:8]1[N:4]2[CH:5]=[CH:6][N:7]=[C:2]([NH2:1])[C:3]2=[C:10]([C:11]2[CH:12]=[CH:13][C:14]([C:15]([NH:17][C:18]3[CH:23]=[C:22]([F:24])[CH:21]=[CH:20][N:19]=3)=[O:16])=[CH:25][CH:26]=2)[N:9]=1)(=[O:36])[CH:34]=[CH2:35], predict the reactants needed to synthesize it. The reactants are: [NH2:1][C:2]1[C:3]2[N:4]([C:8]([C@@H:27]3[CH2:32][CH2:31][CH2:30][CH2:29][NH:28]3)=[N:9][C:10]=2[C:11]2[CH:26]=[CH:25][C:14]([C:15]([NH:17][C:18]3[CH:23]=[C:22]([F:24])[CH:21]=[CH:20][N:19]=3)=[O:16])=[CH:13][CH:12]=2)[CH:5]=[CH:6][N:7]=1.[C:33](Cl)(=[O:36])[CH:34]=[CH2:35]. (4) Given the product [C:14]([O:12][CH2:11][C:9]1[O:10][C:3]([CH:2]=[O:1])=[CH:5][CH:7]=1)([CH3:16])([CH3:15])[CH3:13], predict the reactants needed to synthesize it. The reactants are: [OH:1][CH2:2][C:3]([C@H:5]([C@@H:7]([C@@H:9]([CH2:11][OH:12])[OH:10])O)O)=O.[CH2:13]=[C:14]([CH3:16])[CH3:15].O1C=CC=C1. (5) Given the product [C:3]([O-:22])(=[O:2])[CH3:4].[CH3:1][O:2][C:3](=[O:22])[CH:4]([C:11]1[CH:16]=[CH:15][C:14]([S:17]([CH3:20])(=[O:19])=[O:18])=[C:13]([C:24]#[N:25])[CH:12]=1)[CH2:5][CH:6]1[CH2:10][CH2:9][CH2:8][CH2:7]1, predict the reactants needed to synthesize it. The reactants are: [CH3:1][O:2][C:3](=[O:22])[CH:4]([C:11]1[CH:16]=[CH:15][C:14]([S:17]([CH3:20])(=[O:19])=[O:18])=[C:13](Br)[CH:12]=1)[CH2:5][CH:6]1[CH2:10][CH2:9][CH2:8][CH2:7]1.[Cu][C:24]#[N:25]. (6) Given the product [Cl:1][C:2]1[CH:3]=[C:4]2[C:8](=[CH:9][CH:10]=1)[N:7]([CH2:11][C:12]([NH:31][C:30]1[CH:32]=[CH:33][C:27]([F:26])=[CH:28][CH:29]=1)=[O:14])[C:6]1[CH2:15][N:16]([CH3:19])[CH2:17][CH2:18][C:5]2=1, predict the reactants needed to synthesize it. The reactants are: [Cl:1][C:2]1[CH:3]=[C:4]2[C:8](=[CH:9][CH:10]=1)[N:7]([CH2:11][C:12]([OH:14])=O)[C:6]1[CH2:15][N:16]([CH3:19])[CH2:17][CH2:18][C:5]2=1.C(Cl)(=O)C(Cl)=O.[F:26][C:27]1[CH:33]=[CH:32][C:30]([NH2:31])=[CH:29][CH:28]=1.